From a dataset of Full USPTO retrosynthesis dataset with 1.9M reactions from patents (1976-2016). Predict the reactants needed to synthesize the given product. (1) Given the product [O:44]=[C:39]1[NH:38][CH2:43][CH2:42][N:41]([C:26]([N:12]2[CH2:13][CH:14]([C:16]3[CH:17]=[CH:18][C:19]([C:22]([F:24])([F:23])[F:25])=[CH:20][CH:21]=3)[CH2:15][CH:10]([NH:9][C:7]([C:1]3[CH:2]=[CH:3][CH:4]=[CH:5][CH:6]=3)=[O:8])[CH2:11]2)=[O:27])[CH2:40]1, predict the reactants needed to synthesize it. The reactants are: [C:1]1([C:7]([NH:9][CH:10]2[CH2:15][CH:14]([C:16]3[CH:21]=[CH:20][C:19]([C:22]([F:25])([F:24])[F:23])=[CH:18][CH:17]=3)[CH2:13][N:12]([C:26](OC3C=CC([N+]([O-])=O)=CC=3)=[O:27])[CH2:11]2)=[O:8])[CH:6]=[CH:5][CH:4]=[CH:3][CH:2]=1.[NH:38]1[CH2:43][CH2:42][NH:41][CH2:40][C:39]1=[O:44].C(=O)([O-])[O-].[K+].[K+]. (2) Given the product [ClH:23].[NH2:6][C:7]1([CH3:21])[CH2:12][CH2:11][CH:10]([NH:13][C:14](=[O:20])[O:15][C:16]([CH3:18])([CH3:17])[CH3:19])[CH2:9][CH2:8]1, predict the reactants needed to synthesize it. The reactants are: CC(C)(S([NH:6][C:7]1([CH3:21])[CH2:12][CH2:11][CH:10]([NH:13][C:14](=[O:20])[O:15][C:16]([CH3:19])([CH3:18])[CH3:17])[CH2:9][CH2:8]1)=O)C.[ClH:23]. (3) Given the product [CH:46]1([NH:51][C:30](=[O:31])[CH2:29][C:24]2[CH:25]=[N:26][CH:27]=[CH:28][C:23]=2[C:21]([N:18]2[CH2:17][CH2:16][C:15]3([CH2:14][CH2:13][N:12]([CH2:11][C:7]4[C:5]5[CH2:6][C:2]([CH3:1])([CH3:35])[O:3][C:4]=5[CH:10]=[CH:9][CH:8]=4)[CH2:34][CH2:33]3)[CH2:20][CH2:19]2)=[O:22])[CH2:48][CH2:47]1, predict the reactants needed to synthesize it. The reactants are: [CH3:1][C:2]1([CH3:35])[CH2:6][C:5]2[C:7]([CH2:11][N:12]3[CH2:34][CH2:33][C:15]4([CH2:20][CH2:19][N:18]([C:21]([C:23]5[CH:28]=[CH:27][N:26]=[CH:25][C:24]=5[CH2:29][C:30](O)=[O:31])=[O:22])[CH2:17][CH2:16]4)[CH2:14][CH2:13]3)=[CH:8][CH:9]=[CH:10][C:4]=2[O:3]1.CN(C(O[N:51]1N=[N:51][C:46]2[CH:47]=[CH:48][CH:48]=[CH:47][C:46]1=2)=[N+](C)C)C.F[P-](F)(F)(F)(F)F.C1(N)CC1.C(N(CC)CC)C.